This data is from Forward reaction prediction with 1.9M reactions from USPTO patents (1976-2016). The task is: Predict the product of the given reaction. (1) Given the reactants [CH:1]1([S:4]([N:7]2[CH2:12][CH2:11][N:10]([C:13]3[CH:18]=[CH:17][C:16](/[CH:19]=[CH:20]/[C:21]4[CH:26]=[C:25]([C:27]5[CH:32]=[CH:31][N:30]=[CH:29][CH:28]=5)[CH:24]=[C:23]([F:33])[CH:22]=4)=[CH:15][CH:14]=3)[CH2:9][CH2:8]2)(=[O:6])=[O:5])CC1.CS(Cl)(=O)=O.C1(S(Cl)(=O)=O)CC1, predict the reaction product. The product is: [F:33][C:23]1[CH:22]=[C:21]([CH:26]=[C:25]([C:27]2[CH:28]=[CH:29][N:30]=[CH:31][CH:32]=2)[CH:24]=1)/[CH:20]=[CH:19]/[C:16]1[CH:15]=[CH:14][C:13]([N:10]2[CH2:9][CH2:8][N:7]([S:4]([CH3:1])(=[O:5])=[O:6])[CH2:12][CH2:11]2)=[CH:18][CH:17]=1. (2) Given the reactants [C:1]([C:5]1[CH:22]=[CH:21][C:8]([C:9]([NH:11][CH2:12][CH2:13][C:14]2[CH:19]=[CH:18][C:17]([F:20])=[CH:16][CH:15]=2)=O)=[C:7]([Cl:23])[CH:6]=1)([CH3:4])([CH3:3])[CH3:2].Cl.[OH-].[Na+], predict the reaction product. The product is: [C:1]([C:5]1[CH:22]=[CH:21][C:8]([CH2:9][NH:11][CH2:12][CH2:13][C:14]2[CH:15]=[CH:16][C:17]([F:20])=[CH:18][CH:19]=2)=[C:7]([Cl:23])[CH:6]=1)([CH3:4])([CH3:2])[CH3:3]. (3) Given the reactants [Cl:1][C:2]1[CH:7]=[C:6]([Cl:8])[CH:5]=[CH:4][C:3]=1[C@H:9]1[C:14]([C:15]([O:17][CH2:18][CH3:19])=[O:16])=[C:13]([CH3:20])[NH:12][C:11]([C:21]2[S:22][CH:23]=[CH:24][N:25]=2)=[N:10]1.C1C(=O)N([Br:33])C(=O)C1, predict the reaction product. The product is: [Br:33][CH2:20][C:13]1[NH:12][C:11]([C:21]2[S:22][CH:23]=[CH:24][N:25]=2)=[N:10][C@@H:9]([C:3]2[CH:4]=[CH:5][C:6]([Cl:8])=[CH:7][C:2]=2[Cl:1])[C:14]=1[C:15]([O:17][CH2:18][CH3:19])=[O:16]. (4) Given the reactants [CH2:1]([N:8]1[C:16]2[C:11](=[CH:12][CH:13]=[CH:14][CH:15]=2)[C:10]([CH2:17][CH2:18][CH2:19][C:20]#[N:21])=[N:9]1)[C:2]1[CH:7]=[CH:6][CH:5]=[CH:4][CH:3]=1.O.NN.[CH2:25](O)[CH3:26], predict the reaction product. The product is: [CH2:25]([NH:21][CH2:20][CH2:19][CH2:18][CH2:17][C:10]1[C:11]2[C:16](=[CH:15][CH:14]=[CH:13][CH:12]=2)[N:8]([CH2:1][C:2]2[CH:3]=[CH:4][CH:5]=[CH:6][CH:7]=2)[N:9]=1)[CH3:26]. (5) Given the reactants [N:1]1[C:10]2[C:5](=[CH:6][CH:7]=[CH:8][CH:9]=2)[C:4]([N:11]2[CH2:16][CH2:15][NH:14][CH2:13][C:12]2=[O:17])=[CH:3][CH:2]=1.C(N(CC)CC)C.[CH3:25][CH:26]([CH3:32])/[CH:27]=[CH:28]/[C:29](Cl)=[O:30], predict the reaction product. The product is: [CH3:25][CH:26]([CH3:32])/[CH:27]=[CH:28]/[C:29]([N:14]1[CH2:15][CH2:16][N:11]([C:4]2[C:5]3[C:10](=[CH:9][CH:8]=[CH:7][CH:6]=3)[N:1]=[CH:2][CH:3]=2)[C:12](=[O:17])[CH2:13]1)=[O:30].